Predict the reactants needed to synthesize the given product. From a dataset of Full USPTO retrosynthesis dataset with 1.9M reactions from patents (1976-2016). (1) Given the product [CH3:16][C:2]1([C:17]2[CH:22]=[CH:21][CH:20]=[CH:19][CH:18]=2)[S:29][C:25]2=[N:26][N:27]=[CH:28][N:24]2[N:23]=[C:3]1[C:5]1[CH:6]=[CH:7][C:8]2[O:13][CH2:12][C:11](=[O:14])[NH:10][C:9]=2[CH:15]=1, predict the reactants needed to synthesize it. The reactants are: Br[C:2]([C:17]1[CH:22]=[CH:21][CH:20]=[CH:19][CH:18]=1)([CH3:16])[C:3]([C:5]1[CH:6]=[CH:7][C:8]2[O:13][CH2:12][C:11](=[O:14])[NH:10][C:9]=2[CH:15]=1)=O.[NH2:23][N:24]1[CH:28]=[N:27][N:26]=[C:25]1[SH:29].C(N(CC)CC)C. (2) The reactants are: ClC1C=CC(C(=O)CC(=O)C(F)(F)F)=CC=1.NC1C=CNN=1.[Cl:23][C:24]1[CH:29]=[CH:28][C:27]([C:30]2[CH:35]=[C:34]([C:36]([F:39])([F:38])[F:37])[N:33]3[N:40]=[CH:41][CH:42]=[C:32]3[N:31]=2)=[CH:26][CH:25]=1.C([O-])(=O)C.[Na+].[I:48]Cl. Given the product [Cl:23][C:24]1[CH:29]=[CH:28][C:27]([C:30]2[CH:35]=[C:34]([C:36]([F:37])([F:39])[F:38])[N:33]3[N:40]=[CH:41][C:42]([I:48])=[C:32]3[N:31]=2)=[CH:26][CH:25]=1, predict the reactants needed to synthesize it.